From a dataset of Catalyst prediction with 721,799 reactions and 888 catalyst types from USPTO. Predict which catalyst facilitates the given reaction. (1) Reactant: [Cl:1][C:2]1[CH:9]=[CH:8][CH:7]=[C:6]([OH:10])[C:3]=1[CH:4]=[O:5].I[CH2:12][CH3:13].C([O-])([O-])=O.[K+].[K+].CCOCC. Product: [Cl:1][C:2]1[CH:9]=[CH:8][CH:7]=[C:6]([O:10][CH2:12][CH3:13])[C:3]=1[CH:4]=[O:5]. The catalyst class is: 3. (2) Reactant: [CH3:1][CH2:2][C:3]([CH2:5][CH2:6]/[CH:7]=[C:8](/[CH2:10][CH2:11][CH:12]=[C:13]([CH3:15])[CH3:14])\[CH3:9])=[CH2:4].[CH:16]1C2C(=CC=CC=2)C=C[CH:17]=1.[Na]. Product: [CH3:4]/[C:3](/[CH2:5][CH2:6]/[CH:7]=[C:8](\[CH3:9])/[CH2:10][CH2:11][CH:12]=[C:13]([CH3:14])[CH3:15])=[CH:2]\[CH2:1][CH:16]=[CH2:17]. The catalyst class is: 11. (3) Reactant: [N:1]1([CH:14]2[CH2:19][CH2:18][NH:17][CH2:16][CH2:15]2)[CH2:6][CH2:5][CH:4]([O:7][CH2:8][C:9]([O:11][CH2:12][CH3:13])=[O:10])[CH2:3][CH2:2]1.[O:20]=[C:21]1[N:27]([CH:28]2[CH2:33][CH2:32][N:31]([C:34]([O:36][C@@H:37]([C:55](O)=[O:56])[CH2:38][C:39]3[CH:44]=[C:43]([CH3:45])[C:42]([O:46][CH2:47][C:48]4[CH:53]=[CH:52][CH:51]=[CH:50][CH:49]=4)=[C:41]([CH3:54])[CH:40]=3)=[O:35])[CH2:30][CH2:29]2)[CH2:26][CH2:25][C:24]2[CH:58]=[CH:59][CH:60]=[CH:61][C:23]=2[NH:22]1.CN(C(ON1N=NC2C=CC=CC1=2)=[N+](C)C)C.[B-](F)(F)(F)F.C(N(CC)CC)C.C([O-])(O)=O.[Na+]. The catalyst class is: 3. Product: [O:20]=[C:21]1[N:27]([CH:28]2[CH2:33][CH2:32][N:31]([C:34]([O:36][C@H:37]([CH2:38][C:39]3[CH:44]=[C:43]([CH3:45])[C:42]([O:46][CH2:47][C:48]4[CH:53]=[CH:52][CH:51]=[CH:50][CH:49]=4)=[C:41]([CH3:54])[CH:40]=3)[C:55]([N:17]3[CH2:16][CH2:15][CH:14]([N:1]4[CH2:2][CH2:3][CH:4]([O:7][CH2:8][C:9]([O:11][CH2:12][CH3:13])=[O:10])[CH2:5][CH2:6]4)[CH2:19][CH2:18]3)=[O:56])=[O:35])[CH2:30][CH2:29]2)[CH2:26][CH2:25][C:24]2[CH:58]=[CH:59][CH:60]=[CH:61][C:23]=2[NH:22]1.